From a dataset of Catalyst prediction with 721,799 reactions and 888 catalyst types from USPTO. Predict which catalyst facilitates the given reaction. (1) Product: [Cl:1][C:2]1[C:3](=[O:23])[N:4]([CH2:11][CH2:12][C:13]2[CH:22]=[CH:21][C:16]([C:17]([O:19][CH3:20])=[O:18])=[CH:15][CH:14]=2)[C:5]([CH:9]([OH:10])[CH3:24])=[C:6]([Cl:8])[CH:7]=1. Reactant: [Cl:1][C:2]1[C:3](=[O:23])[N:4]([CH2:11][CH2:12][C:13]2[CH:22]=[CH:21][C:16]([C:17]([O:19][CH3:20])=[O:18])=[CH:15][CH:14]=2)[C:5]([CH:9]=[O:10])=[C:6]([Cl:8])[CH:7]=1.[CH3:24][Si](Cl)(C)C.[Cl-].[NH4+].C(OCC)(=O)C. The catalyst class is: 1. (2) Reactant: FC1C=C2C(C3(CCCC3)C(=O)N2[C:11]([NH:13][CH2:14][CH:15]2[CH2:20][CH2:19][N:18]([CH2:21][C:22]3([C:26]([OH:28])=[O:27])[CH2:25][CH2:24][CH2:23]3)[CH2:17][CH2:16]2)=[O:12])=CC=1.[OH-:34].[Na+].Cl. Product: [C:15]([O:34][C:11]([NH:13][CH2:14][CH:15]1[CH2:16][CH2:17][N:18]([CH2:21][C:22]2([C:26]([OH:28])=[O:27])[CH2:23][CH2:24][CH2:25]2)[CH2:19][CH2:20]1)=[O:12])([CH3:20])([CH3:16])[CH3:14]. The catalyst class is: 8. (3) Reactant: C([Li])CCC.Br[C:7]1[CH:8]=[C:9]([S:13][CH2:14][C:15]2[CH:20]=[CH:19][C:18]([F:21])=[CH:17][CH:16]=2)[CH:10]=[CH:11][CH:12]=1.CN([CH:25]=[O:26])C. Product: [F:21][C:18]1[CH:19]=[CH:20][C:15]([CH2:14][S:13][C:9]2[CH:8]=[C:7]([CH:12]=[CH:11][CH:10]=2)[CH:25]=[O:26])=[CH:16][CH:17]=1. The catalyst class is: 1. (4) Reactant: [OH:1][CH2:2][CH:3]=[C:4]([CH2:6][CH2:7][CH:8]=[C:9]([CH2:11][CH2:12][CH:13]=[C:14]([CH3:16])[CH3:15])[CH3:10])[CH3:5]. Product: [CH3:16][CH:14]([CH2:13][CH2:12][CH2:11][CH:9]([CH2:8][CH2:7][CH2:6][CH:4]([CH2:3][CH2:2][OH:1])[CH3:5])[CH3:10])[CH3:15]. The catalyst class is: 63. (5) Reactant: [O:1]=[C:2]1[CH2:6][CH2:5][N:4]([S:7]([C:10]2[CH:17]=[CH:16][C:13]([C:14]#[N:15])=[CH:12][CH:11]=2)(=[O:9])=[O:8])[CH2:3]1.[CH2:18](O)[CH2:19][OH:20]. Product: [O:20]1[C:2]2([CH2:6][CH2:5][N:4]([S:7]([C:10]3[CH:17]=[CH:16][C:13]([C:14]#[N:15])=[CH:12][CH:11]=3)(=[O:9])=[O:8])[CH2:3]2)[O:1][CH2:18][CH2:19]1. The catalyst class is: 743. (6) Product: [F:1][C:2]1[CH:3]=[C:4]2[C:9](=[C:10]([NH:12][S:19]([C:13]3[CH:18]=[CH:17][CH:16]=[CH:15][CH:14]=3)(=[O:21])=[O:20])[CH:11]=1)[N:8]=[CH:7][CH:6]=[CH:5]2. Reactant: [F:1][C:2]1[CH:3]=[C:4]2[C:9](=[C:10]([NH2:12])[CH:11]=1)[N:8]=[CH:7][CH:6]=[CH:5]2.[C:13]1([S:19](Cl)(=[O:21])=[O:20])[CH:18]=[CH:17][CH:16]=[CH:15][CH:14]=1. The catalyst class is: 142. (7) Reactant: [C:1]([O:5][C:6]([NH:8][C@H:9]([C:14]([N:16]1[C@@H:23]([CH2:24][CH3:25])[CH2:22][CH2:21][C@H:17]1[C:18](O)=[O:19])=[O:15])[CH2:10][CH:11]([CH3:13])[CH3:12])=[O:7])([CH3:4])([CH3:3])[CH3:2].C([N:28](CC)CC)C.ClC(OCC)=O.N. The catalyst class is: 523. Product: [C:1]([O:5][C:6]([NH:8][C@H:9]([C:14]([N:16]1[C@@H:23]([CH2:24][CH3:25])[CH2:22][CH2:21][C@H:17]1[C:18]([NH2:28])=[O:19])=[O:15])[CH2:10][CH:11]([CH3:13])[CH3:12])=[O:7])([CH3:3])([CH3:2])[CH3:4].